From a dataset of Full USPTO retrosynthesis dataset with 1.9M reactions from patents (1976-2016). Predict the reactants needed to synthesize the given product. (1) Given the product [Cl:45][C:42]1[CH:43]=[C:44]2[C:39](=[C:40]([Cl:46])[CH:41]=1)[CH2:38][N:37]([CH3:47])[CH2:36][CH:35]2[C:31]1[CH:30]=[C:29]([S:26]([NH:25][CH2:24][CH2:23][O:22][CH2:21][CH2:20][O:19][CH2:18][CH2:17][O:16][CH2:15][CH2:14][NH:13][C:5](=[O:7])[C:4]2[CH:8]=[CH:9][CH:10]=[C:2]([C:1]([NH:13][CH2:14][CH2:15][O:16][CH2:17][CH2:18][O:19][CH2:20][CH2:21][O:22][CH2:23][CH2:24][NH:25][S:26]([C:29]3[CH:34]=[CH:33][CH:32]=[C:31]([CH:35]4[C:44]5[C:39](=[C:40]([Cl:46])[CH:41]=[C:42]([Cl:45])[CH:43]=5)[CH2:38][N:37]([CH3:47])[CH2:36]4)[CH:30]=3)(=[O:28])=[O:27])=[O:12])[CH:3]=2)(=[O:28])=[O:27])[CH:34]=[CH:33][CH:32]=1, predict the reactants needed to synthesize it. The reactants are: [C:1]([OH:12])(=O)[C:2]1[CH:10]=[CH:9][CH:8]=[C:4]([C:5]([OH:7])=O)[CH:3]=1.[NH2:13][CH2:14][CH2:15][O:16][CH2:17][CH2:18][O:19][CH2:20][CH2:21][O:22][CH2:23][CH2:24][NH:25][S:26]([C:29]1[CH:34]=[CH:33][CH:32]=[C:31]([CH:35]2[C:44]3[C:39](=[C:40]([Cl:46])[CH:41]=[C:42]([Cl:45])[CH:43]=3)[CH2:38][N:37]([CH3:47])[CH2:36]2)[CH:30]=1)(=[O:28])=[O:27]. (2) Given the product [CH2:1]([O:5][CH2:6][CH2:7][O:8][C:9]1[CH:10]=[CH:11][C:12]([C:15]2[CH:16]=[CH:17][C:18]3[N:24]([CH2:25][CH:26]([CH3:27])[CH3:28])[CH2:23][CH2:22][C:21]([C:29]([NH:31][C:32]4[CH:33]=[CH:34][C:35]([CH2:38][S:39]([C:40]5[N:41]([CH3:45])[CH:42]=[CH:43][N:44]=5)=[O:55])=[CH:36][CH:37]=4)=[O:30])=[CH:20][C:19]=3[CH:46]=2)=[CH:13][CH:14]=1)[CH2:2][CH2:3][CH3:4], predict the reactants needed to synthesize it. The reactants are: [CH2:1]([O:5][CH2:6][CH2:7][O:8][C:9]1[CH:14]=[CH:13][C:12]([C:15]2[CH:16]=[CH:17][C:18]3[N:24]([CH2:25][CH:26]([CH3:28])[CH3:27])[CH2:23][CH2:22][C:21]([C:29]([NH:31][C:32]4[CH:37]=[CH:36][C:35]([CH2:38][S:39][C:40]5[N:41]([CH3:45])[CH:42]=[CH:43][N:44]=5)=[CH:34][CH:33]=4)=[O:30])=[CH:20][C:19]=3[CH:46]=2)=[CH:11][CH:10]=1)[CH2:2][CH2:3][CH3:4].ClC1C=CC=C(C(OO)=[O:55])C=1.S([O-])([O-])(=O)=S.[Na+].[Na+].